Dataset: Full USPTO retrosynthesis dataset with 1.9M reactions from patents (1976-2016). Task: Predict the reactants needed to synthesize the given product. (1) Given the product [CH2:49]([O:51][CH2:52][CH2:53][NH:54][C:22]([C:7]1[C:8]2[CH2:9][CH2:10][C:11]3([NH:20][C:21]=2[C:4]2[N:3]=[C:2]([CH3:1])[N:25]([CH3:26])[C:5]=2[CH:6]=1)[CH2:19][C:18]1[C:13](=[CH:14][CH:15]=[CH:16][CH:17]=1)[CH2:12]3)=[O:23])[CH3:50], predict the reactants needed to synthesize it. The reactants are: [CH3:1][C:2]1[N:25]([CH3:26])[C:5]2[CH:6]=[C:7]([C:22](O)=[O:23])[C:8]3[CH2:9][CH2:10][C:11]4([NH:20][C:21]=3[C:4]=2[N:3]=1)[CH2:19][C:18]1[C:13](=[CH:14][CH:15]=[CH:16][CH:17]=1)[CH2:12]4.CN(C(ON1N=NC2C=CC=CC1=2)=[N+](C)C)C.[B-](F)(F)(F)F.[CH2:49]([O:51][CH2:52][CH2:53][NH2:54])[CH3:50]. (2) Given the product [Cl:22][C:17]1[CH:18]=[CH:19][CH:20]=[CH:21][C:16]=1[CH:15]([O:14][CH:11]1[CH2:12][CH2:13][NH:8][CH2:9][CH2:10]1)[C:23]1[CH:24]=[CH:25][C:26]([Cl:29])=[CH:27][CH:28]=1, predict the reactants needed to synthesize it. The reactants are: C([N:8]1[CH2:13][CH2:12][CH:11]([O:14][CH:15]([C:23]2[CH:28]=[CH:27][C:26]([Cl:29])=[CH:25][CH:24]=2)[C:16]2[CH:21]=[CH:20][CH:19]=[CH:18][C:17]=2[Cl:22])[CH2:10][CH2:9]1)C1C=CC=CC=1.ClC(OC(Cl)C)=O. (3) Given the product [F:19][C:20]1[CH:21]=[C:22]([CH:33]=[C:34]([F:36])[CH:35]=1)[CH2:23][NH:24][C:25](=[O:32])[C:26]([F:31])([CH3:30])[C:27]([NH:1][CH:2]1[C:8](=[O:9])[N:7]([CH3:10])[C:6]2[CH:11]=[CH:12][CH:13]=[CH:14][C:5]=2[C:4]2[CH:15]=[CH:16][CH:17]=[CH:18][C:3]1=2)=[O:28], predict the reactants needed to synthesize it. The reactants are: [NH2:1][CH:2]1[C:8](=[O:9])[N:7]([CH3:10])[C:6]2[CH:11]=[CH:12][CH:13]=[CH:14][C:5]=2[C:4]2[CH:15]=[CH:16][CH:17]=[CH:18][C:3]1=2.[F:19][C:20]1[CH:21]=[C:22]([CH:33]=[C:34]([F:36])[CH:35]=1)[CH2:23][NH:24][C:25](=[O:32])[C:26]([F:31])([CH3:30])[C:27](O)=[O:28]. (4) Given the product [CH3:2][O:3][C:4]1[C:9]([C:14]2[CH:15]=[C:16]([NH2:17])[CH:18]=[CH:19][CH:20]=2)=[CH:8][CH:7]=[CH:6][N:5]=1, predict the reactants needed to synthesize it. The reactants are: O.[CH3:2][O:3][C:4]1[C:9](B(O)O)=[CH:8][CH:7]=[CH:6][N:5]=1.Br[C:14]1[CH:15]=[C:16]([CH:18]=[CH:19][CH:20]=1)[NH2:17].C([O-])([O-])=O.[Na+].[Na+]. (5) Given the product [Br:25][CH2:15][C:16]([CH:18]1[CH2:1][CH:9]2[CH:4]([CH2:5][CH2:6][CH2:7][CH2:8]2)[CH2:3]1)=[O:17], predict the reactants needed to synthesize it. The reactants are: [CH2:1]1[CH:9]2[CH:4]([CH2:5][CH2:6][CH2:7][CH2:8]2)[CH2:3]C1C(O)=O.[Li]C.[CH3:15][C:16]([CH3:18])=[O:17].C1CNC(=O)C1.[Br:25][Br-]Br. (6) Given the product [Br:1][C:2]1[CH:7]=[C:6]([Br:8])[CH:5]=[CH:4][C:3]=1[O:9][Si:13]([CH:17]([CH3:19])[CH3:18])([CH:14]([CH3:16])[CH3:15])[CH:11]([CH3:12])[CH3:10], predict the reactants needed to synthesize it. The reactants are: [Br:1][C:2]1[CH:7]=[C:6]([Br:8])[CH:5]=[CH:4][C:3]=1[OH:9].[CH3:10][CH:11]([Si:13](Cl)([CH:17]([CH3:19])[CH3:18])[CH:14]([CH3:16])[CH3:15])[CH3:12].N1C=CN=C1. (7) Given the product [Cl:25][C:23]1[CH:24]=[C:19]([NH:10][C:7]2[CH:8]=[CH:9][C:4]([O:3][CH2:2][CH3:1])=[CH:5][CH:6]=2)[C:20]2[N:21]([C:26]([F:29])=[CH:27][N:28]=2)[N:22]=1, predict the reactants needed to synthesize it. The reactants are: [CH3:1][CH2:2][O:3][C:4]1[CH:5]=[CH:6][C:7]([NH2:10])=[CH:8][CH:9]=1.C(N(CC)CC)C.Br[C:19]1[C:20]2[N:21]([C:26]([F:29])=[CH:27][N:28]=2)[N:22]=[C:23]([Cl:25])[CH:24]=1. (8) Given the product [O:23]=[C:7]([CH3:1])[CH2:8][CH2:9][CH:10]1[CH2:11][CH2:12][N:13]([C:16]([O:18][C:19]([CH3:20])([CH3:21])[CH3:22])=[O:17])[CH2:14][CH2:15]1, predict the reactants needed to synthesize it. The reactants are: [CH3:1][Mg]Br.CON(C)[C:7](=[O:23])[CH2:8][CH2:9][CH:10]1[CH2:15][CH2:14][N:13]([C:16]([O:18][C:19]([CH3:22])([CH3:21])[CH3:20])=[O:17])[CH2:12][CH2:11]1.[Cl-].[NH4+].